From a dataset of Experimentally validated miRNA-target interactions with 360,000+ pairs, plus equal number of negative samples. Binary Classification. Given a miRNA mature sequence and a target amino acid sequence, predict their likelihood of interaction. The miRNA is hsa-miR-367-3p with sequence AAUUGCACUUUAGCAAUGGUGA. The protein sequence of the target gene is MQGMASVVSCEPWALLGRGALCTKARPGGGPAAGTVVAPGSPDRGRPRSRNSLASQDQQGAVTSGTAHKALFSRDTNFLQEINRKQEAAPTGTRHKAKSQGLVTFGDVAVVFSQEEWEWLNSEQRSLYWKVMLDNYRNLASLGLCASQPDMITSLEQGRDPWMMKRKMRKGQHLDLKAMQETKEFPPKDLSEETLFLAVLRKQLLPHRPKCSMVRAAWEGGAVFTTHRGLKTNSGLARDSPAQLVSAQRSFCKSVTWENCGDRGSVGQQSVQEAQDLLPRQDSHAERVTGRTWSTKLECS.... Result: 0 (no interaction).